From a dataset of Full USPTO retrosynthesis dataset with 1.9M reactions from patents (1976-2016). Predict the reactants needed to synthesize the given product. (1) Given the product [C:9]1([C:8](=[N:15][CH2:16][C:17]2([C:30]([NH:31][C:32]3[CH:37]=[CH:36][C:35]([CH3:38])=[CH:34][N:33]=3)=[O:39])[CH2:22][CH2:21][NH:20][CH2:19][CH2:18]2)[C:2]2[CH:3]=[CH:4][CH:5]=[CH:6][CH:7]=2)[CH:14]=[CH:13][CH:12]=[CH:11][CH:10]=1, predict the reactants needed to synthesize it. The reactants are: Cl.[C:2]1([C:8](=[N:15][CH2:16][C:17]2([C:30](=[O:39])[NH:31][C:32]3[CH:37]=[CH:36][C:35]([CH3:38])=[CH:34][N:33]=3)[CH2:22][CH2:21][N:20](C(OC(C)(C)C)=O)[CH2:19][CH2:18]2)[C:9]2[CH:14]=[CH:13][CH:12]=[CH:11][CH:10]=2)[CH:7]=[CH:6][CH:5]=[CH:4][CH:3]=1. (2) Given the product [F:25][C:26]([F:39])([F:40])[C:27]1[CH:34]=[CH:33][C:32]([C:35]([F:38])([F:36])[F:37])=[CH:31][C:28]=1[CH2:29][N:1]1[CH2:4][CH:3]([CH:5]2[CH2:10][O:9][C:8]3[CH:11]=[CH:12][C:13]([C@H:15]([CH:22]4[CH2:23][CH2:24]4)[C@H:16]([CH3:21])[C:17]([O:19][CH3:20])=[O:18])=[CH:14][C:7]=3[O:6]2)[CH2:2]1, predict the reactants needed to synthesize it. The reactants are: [NH:1]1[CH2:4][CH:3]([CH:5]2[CH2:10][O:9][C:8]3[CH:11]=[CH:12][C:13]([C@H:15]([CH:22]4[CH2:24][CH2:23]4)[C@H:16]([CH3:21])[C:17]([O:19][CH3:20])=[O:18])=[CH:14][C:7]=3[O:6]2)[CH2:2]1.[F:25][C:26]([F:40])([F:39])[C:27]1[CH:34]=[CH:33][C:32]([C:35]([F:38])([F:37])[F:36])=[CH:31][C:28]=1[CH2:29]Br.C([O-])([O-])=O.[K+].[K+]. (3) Given the product [Cl:19][C:10]1[C:11]2[C:6](=[CH:5][CH:4]=[C:3]([O:2][CH3:1])[CH:12]=2)[C:7]([CH2:14][O:15][CH3:16])=[N:8][N:9]=1, predict the reactants needed to synthesize it. The reactants are: [CH3:1][O:2][C:3]1[CH:12]=[C:11]2[C:6]([C:7]([CH2:14][O:15][CH3:16])=[N:8][NH:9][C:10]2=O)=[CH:5][CH:4]=1.P(Cl)(Cl)([Cl:19])=O. (4) Given the product [C:1]([O:5][C:6](=[O:23])[N:7]([CH2:8][CH2:9][O:10][C:11]1[CH:12]=[CH:13][C:14]([NH2:17])=[CH:15][CH:16]=1)[CH:20]([CH3:21])[CH3:22])([CH3:3])([CH3:4])[CH3:2], predict the reactants needed to synthesize it. The reactants are: [C:1]([O:5][C:6](=[O:23])[N:7]([CH:20]([CH3:22])[CH3:21])[CH2:8][CH2:9][O:10][C:11]1[CH:16]=[CH:15][C:14]([N+:17]([O-])=O)=[CH:13][CH:12]=1)([CH3:4])([CH3:3])[CH3:2]. (5) Given the product [OH:8][C:5]1[CH:6]=[CH:7][C:2]([C:15]2[CH:14]=[CH:13][CH:12]=[C:11]([CH:9]=[O:10])[CH:16]=2)=[CH:3][CH:4]=1, predict the reactants needed to synthesize it. The reactants are: Br[C:2]1[CH:7]=[CH:6][C:5]([OH:8])=[CH:4][CH:3]=1.[CH:9]([C:11]1[CH:12]=[C:13](B(O)O)[CH:14]=[CH:15][CH:16]=1)=[O:10].C([O-])([O-])=O.[Na+].[Na+].O. (6) Given the product [C:89]([NH:97][CH2:98][C@@H:99]([C@H:107]([OH:109])[CH3:108])[C:100]([O:102][C:103]([CH3:104])([CH3:106])[CH3:105])=[O:101])(=[O:96])[C:90]1[CH:91]=[CH:92][CH:93]=[CH:94][CH:95]=1, predict the reactants needed to synthesize it. The reactants are: P([O-])([O-])([O-])=O.O=C[C@@H]([C@H]([C@@H]([C@@H](CO)O)O)O)O.CC1C(C)=CC2N(C[C@H](O)[C@H](O)[C@H](O)CO)C3C(=NC=2C=1)C(=O)NC(=O)N=3.C1N=C(N)C2N=CN([C@@H]3O[C@H](COP(OP(OC[C@H]4O[C@@H](N5C=C(C(N)=O)CC=C5)[C@H](O)[C@@H]4O)(O)=O)(O)=O)[C@@H](O)[C@H]3O)C=2N=1.[C:89]([NH:97][CH2:98][CH:99]([C:107](=[O:109])[CH3:108])[C:100]([O:102][C:103]([CH3:106])([CH3:105])[CH3:104])=[O:101])(=[O:96])[C:90]1[CH:95]=[CH:94][CH:93]=[CH:92][CH:91]=1. (7) The reactants are: [C:1]([O:5][C:6](=[O:18])[N:7]([CH2:9][C:10]1[CH:15]=[C:14]([Br:16])[CH:13]=[CH:12][C:11]=1[OH:17])[CH3:8])([CH3:4])([CH3:3])[CH3:2].C([O-])([O-])=O.[K+].[K+].Br[CH2:26][C:27]1[CH:32]=[CH:31][C:30]([Cl:33])=[C:29]([Cl:34])[CH:28]=1. Given the product [C:1]([O:5][C:6](=[O:18])[N:7]([CH2:9][C:10]1[CH:15]=[C:14]([Br:16])[CH:13]=[CH:12][C:11]=1[O:17][CH2:26][C:27]1[CH:32]=[CH:31][C:30]([Cl:33])=[C:29]([Cl:34])[CH:28]=1)[CH3:8])([CH3:4])([CH3:2])[CH3:3], predict the reactants needed to synthesize it.